This data is from Reaction yield outcomes from USPTO patents with 853,638 reactions. The task is: Predict the reaction yield, written as a fraction of the theoretical maximum amount of product (1.0 means a 100% yield; for example, 0.34 means a 34% yield). (1) The reactants are N1C=CC=CC=1.[Cl:7][C:8]1[CH:16]=[CH:15][C:11]([C:12](Cl)=[O:13])=[C:10]([F:17])[CH:9]=1.[NH2:18][C:19]1[CH:20]=[C:21]([S:25]([NH2:28])(=[O:27])=[O:26])[CH:22]=[CH:23][CH:24]=1. The catalyst is ClCCl. The product is [Cl:7][C:8]1[CH:16]=[CH:15][C:11]([C:12]([NH:18][C:19]2[CH:24]=[CH:23][CH:22]=[C:21]([S:25](=[O:27])(=[O:26])[NH2:28])[CH:20]=2)=[O:13])=[C:10]([F:17])[CH:9]=1. The yield is 0.922. (2) The reactants are [C:1]([O:5][C:6]([N:8]1[CH2:13][CH2:12][CH:11]([CH2:14][OH:15])[CH2:10][CH2:9]1)=[O:7])([CH3:4])([CH3:3])[CH3:2].C[N+]1([O-])CCOCC1. The catalyst is C(Cl)Cl.[Ru]([O-])(=O)(=O)=O.C([N+](CCC)(CCC)CCC)CC. The product is [C:1]([O:5][C:6]([N:8]1[CH2:13][CH2:12][CH:11]([CH:14]=[O:15])[CH2:10][CH2:9]1)=[O:7])([CH3:4])([CH3:3])[CH3:2]. The yield is 0.200. (3) The reactants are [CH3:1][CH:2]([NH:4][CH2:5][C:6]1[CH:7]=[N:8][CH:9]=[C:10](B2OC(C)(C)C(C)(C)O2)[CH:11]=1)[CH3:3].Br[C:22]1[CH:23]=[C:24]2[C:28](=[C:29]([C:31]([NH2:33])=[O:32])[CH:30]=1)[NH:27][CH:26]=[C:25]2[CH:34]1[CH2:39][CH2:38][N:37]([S:40]([CH2:43][CH3:44])(=[O:42])=[O:41])[CH2:36][CH2:35]1.C([O-])([O-])=O.[K+].[K+].O1CCOCC1. The catalyst is O. The product is [CH2:43]([S:40]([N:37]1[CH2:36][CH2:35][CH:34]([C:25]2[C:24]3[C:28](=[C:29]([C:31]([NH2:33])=[O:32])[CH:30]=[C:22]([C:10]4[CH:9]=[N:8][CH:7]=[C:6]([CH2:5][NH:4][CH:2]([CH3:1])[CH3:3])[CH:11]=4)[CH:23]=3)[NH:27][CH:26]=2)[CH2:39][CH2:38]1)(=[O:42])=[O:41])[CH3:44]. The yield is 0.700. (4) The reactants are [CH3:1][N:2]([CH3:6])[CH2:3][CH2:4][NH2:5].CCN(C(C)C)C(C)C.[Cl:16][C:17]1[C:18]([CH2:46][N:47]2[CH2:52][CH2:51][CH2:50][C@@H:49]([C:53](O)=[O:54])[CH2:48]2)=[C:19]([C:42]([F:45])([F:44])[F:43])[CH:20]=[C:21]2[C:26]=1[NH:25][C:24](=[O:27])[N:23]([CH2:28][C:29]1[CH:34]=[C:33]([Cl:35])[CH:32]=[CH:31][C:30]=1[S:36]([CH2:39][CH3:40])(=[O:38])=[O:37])[C:22]2=[O:41].CN(C(ON1N=NC2C=CC=NC1=2)=[N+](C)C)C.F[P-](F)(F)(F)(F)F. The catalyst is C(#N)C.O. The product is [Cl:16][C:17]1[C:18]([CH2:46][N:47]2[CH2:52][CH2:51][CH2:50][C@@H:49]([C:53]([NH:5][CH2:4][CH2:3][N:2]([CH3:6])[CH3:1])=[O:54])[CH2:48]2)=[C:19]([C:42]([F:44])([F:43])[F:45])[CH:20]=[C:21]2[C:26]=1[NH:25][C:24](=[O:27])[N:23]([CH2:28][C:29]1[CH:34]=[C:33]([Cl:35])[CH:32]=[CH:31][C:30]=1[S:36]([CH2:39][CH3:40])(=[O:38])=[O:37])[C:22]2=[O:41]. The yield is 0.650.